Dataset: Catalyst prediction with 721,799 reactions and 888 catalyst types from USPTO. Task: Predict which catalyst facilitates the given reaction. (1) Reactant: CCN=C=NCCCN(C)C.Cl.[Cl:13][C:14]1[C:15]2[CH:22]=[CH:21][N:20]([C@H:23]3[C@@H:27]4[O:28][C:29]([CH3:32])([CH3:31])[O:30][C@@H:26]4[C@@H:25]([CH2:33][OH:34])[CH2:24]3)[C:16]=2[N:17]=[CH:18][N:19]=1.N1C=CC=CC=1.C(O)(C(F)(F)F)=O. Product: [Cl:13][C:14]1[C:15]2[CH:22]=[CH:21][N:20]([C@H:23]3[C@@H:27]4[O:28][C:29]([CH3:31])([CH3:32])[O:30][C@@H:26]4[C@@H:25]([CH:33]=[O:34])[CH2:24]3)[C:16]=2[N:17]=[CH:18][N:19]=1. The catalyst class is: 197. (2) Product: [C:1]([O:5][C:6]([N:8]1[CH2:12][C@@H:11]([CH:13]=[O:14])[C@H:10]([C:15]([CH3:23])([CH3:22])[O:16][SiH2:17][C:18]([CH3:21])([CH3:20])[CH3:19])[CH2:9]1)=[O:7])([CH3:3])([CH3:4])[CH3:2]. The catalyst class is: 2. Reactant: [C:1]([O:5][C:6]([N:8]1[CH2:12][C@@H:11]([CH2:13][OH:14])[C@H:10]([C:15]([CH3:23])([CH3:22])[O:16][SiH2:17][C:18]([CH3:21])([CH3:20])[CH3:19])[CH2:9]1)=[O:7])([CH3:4])([CH3:3])[CH3:2].CC(OI1(OC(C)=O)(OC(C)=O)OC(=O)C2C=CC=CC1=2)=O. (3) Reactant: [N+:1]([C:4]1[CH:16]=[CH:15][C:14]2[C:13]3[C:8](=[CH:9][CH:10]=[CH:11][CH:12]=3)[CH2:7][C:6]=2[CH:5]=1)([O-:3])=[O:2].[CH3:17][O:18][C:19]1[CH:26]=[CH:25][CH:24]=[CH:23][C:20]=1[CH:21]=O.C(Cl)Cl. Product: [CH3:17][O:18][C:19]1[CH:26]=[CH:25][CH:24]=[CH:23][C:20]=1[CH:21]=[C:7]1[C:6]2[CH:5]=[C:4]([N+:1]([O-:3])=[O:2])[CH:16]=[CH:15][C:14]=2[C:13]2[C:8]1=[CH:9][CH:10]=[CH:11][CH:12]=2. The catalyst class is: 5. (4) The catalyst class is: 8. Product: [CH:1]1([NH:7][C:8]([C:10]2[C:11]([S:16][CH2:17][CH:18]([OH:19])[C:20]3[CH:25]=[CH:24][CH:23]=[CH:22][CH:21]=3)=[N:12][CH:13]=[CH:14][CH:15]=2)=[O:9])[CH2:6][CH2:5][CH2:4][CH2:3][CH2:2]1. Reactant: [CH:1]1([NH:7][C:8]([C:10]2[C:11]([S:16][CH2:17][C:18]([C:20]3[CH:25]=[CH:24][CH:23]=[CH:22][CH:21]=3)=[O:19])=[N:12][CH:13]=[CH:14][CH:15]=2)=[O:9])[CH2:6][CH2:5][CH2:4][CH2:3][CH2:2]1.[BH4-].[Na+].O.